From a dataset of NCI-60 drug combinations with 297,098 pairs across 59 cell lines. Regression. Given two drug SMILES strings and cell line genomic features, predict the synergy score measuring deviation from expected non-interaction effect. Drug 1: CC12CCC(CC1=CCC3C2CCC4(C3CC=C4C5=CN=CC=C5)C)O. Drug 2: C1C(C(OC1N2C=C(C(=O)NC2=O)F)CO)O. Cell line: SF-539. Synergy scores: CSS=52.1, Synergy_ZIP=-0.783, Synergy_Bliss=-1.44, Synergy_Loewe=-23.8, Synergy_HSA=1.12.